Dataset: Catalyst prediction with 721,799 reactions and 888 catalyst types from USPTO. Task: Predict which catalyst facilitates the given reaction. (1) Reactant: [NH2:1][CH:2]([CH2:12][C:13]1[CH:18]=[CH:17][CH:16]=[CH:15][C:14]=1[C:19]([F:22])([F:21])[F:20])[CH:3]([C:5]1[CH:10]=[CH:9][C:8]([F:11])=[CH:7][CH:6]=1)[OH:4].[F:23][C:24]1[C:33]2[C:28](=[CH:29][CH:30]=[CH:31][CH:32]=2)[C:27]([C:34](O)=[O:35])=[CH:26][CH:25]=1.Cl.C(N=C=NCCCN(C)C)C.ON1C2C=CC=CC=2N=N1. Product: [F:23][C:24]1[C:33]2[C:28](=[CH:29][CH:30]=[CH:31][CH:32]=2)[C:27]([C:34]([NH:1][CH:2]([CH2:12][C:13]2[CH:18]=[CH:17][CH:16]=[CH:15][C:14]=2[C:19]([F:22])([F:20])[F:21])[CH:3]([C:5]2[CH:10]=[CH:9][C:8]([F:11])=[CH:7][CH:6]=2)[OH:4])=[O:35])=[CH:26][CH:25]=1. The catalyst class is: 47. (2) Reactant: [NH2:1][C:2]1[CH:3]=[C:4]([C:8]2[CH:9]=[C:10]3[C:15](=[CH:16][CH:17]=2)[CH:14]=[C:13]([OH:18])[CH:12]=[CH:11]3)[CH:5]=[CH:6][CH:7]=1.C(=O)([O-])[O-].[Cs+].[Cs+].Cl[CH2:26][C:27]1[C:28]([C:35]2[C:40]([Cl:41])=[CH:39][CH:38]=[CH:37][C:36]=2[Cl:42])=[N:29][O:30][C:31]=1[CH:32]([CH3:34])[CH3:33].C(OCC)(=O)C. Product: [Cl:41][C:40]1[CH:39]=[CH:38][CH:37]=[C:36]([Cl:42])[C:35]=1[C:28]1[C:27]([CH2:26][O:18][C:13]2[CH:14]=[C:15]3[C:10](=[CH:11][CH:12]=2)[CH:9]=[C:8]([C:4]2[CH:3]=[C:2]([CH:7]=[CH:6][CH:5]=2)[NH2:1])[CH:17]=[CH:16]3)=[C:31]([CH:32]([CH3:34])[CH3:33])[O:30][N:29]=1. The catalyst class is: 35. (3) Reactant: [N+:1]([C:4]1[CH:5]=[C:6]([CH:18]=[CH:19][CH:20]=1)[CH2:7][P:8](=[O:17])([O:13][CH:14]([CH3:16])[CH3:15])[O:9][CH:10]([CH3:12])[CH3:11])([O-])=O.Cl[C:22]1[N:27]=[C:26]([NH:28][CH2:29][C:30]2[C:31]([N:36]([CH3:41])[S:37]([CH3:40])(=[O:39])=[O:38])=[N:32][CH:33]=[CH:34][CH:35]=2)[C:25]([C:42]([F:45])([F:44])[F:43])=[CH:24][N:23]=1.[C:46]([OH:52])([C:48]([F:51])([F:50])[F:49])=[O:47]. Product: [F:49][C:48]([F:51])([F:50])[C:46]([OH:52])=[O:47].[CH3:41][N:36]([S:37]([CH3:40])(=[O:39])=[O:38])[C:31]1[C:30]([CH2:29][NH:28][C:26]2[C:25]([C:42]([F:45])([F:43])[F:44])=[CH:24][N:23]=[C:22]([NH:1][C:4]3[CH:5]=[C:6]([CH:18]=[CH:19][CH:20]=3)[CH2:7][P:8](=[O:17])([O:13][CH:14]([CH3:16])[CH3:15])[O:9][CH:10]([CH3:12])[CH3:11])[N:27]=2)=[CH:35][CH:34]=[CH:33][N:32]=1. The catalyst class is: 19.